The task is: Predict which catalyst facilitates the given reaction.. This data is from Catalyst prediction with 721,799 reactions and 888 catalyst types from USPTO. (1) Reactant: [F:1][C:2]1[CH:7]=[CH:6][CH:5]=[C:4]([F:8])[C:3]=1[C:9]1[NH:17][C:16]2[CH2:15][CH2:14][N:13]([C:18]3[CH:19]=[N:20][C:21]([S:25]([CH3:28])(=[O:27])=[O:26])=[CH:22][C:23]=3[CH3:24])[CH2:12][C:11]=2[CH:10]=1.C1C(=O)N([Br:36])C(=O)C1.O. Product: [Br:36][C:10]1[C:11]2[CH2:12][N:13]([C:18]3[CH:19]=[N:20][C:21]([S:25]([CH3:28])(=[O:27])=[O:26])=[CH:22][C:23]=3[CH3:24])[CH2:14][CH2:15][C:16]=2[NH:17][C:9]=1[C:3]1[C:4]([F:8])=[CH:5][CH:6]=[CH:7][C:2]=1[F:1]. The catalyst class is: 1. (2) Reactant: [Br:1][C:2]1[CH:3]=[C:4]([CH:9]=[C:10](I)[CH:11]=1)[C:5]([O:7][CH3:8])=[O:6].[CH3:13][C:14]1[CH:15]=[CH:16][C:17](B2OC(C)(C)C(C)(C)O2)=[C:18]([CH:21]=1)[C:19]#[N:20].C(=O)([O-])[O-].[Cs+].[Cs+].O. Product: [Br:1][C:2]1[CH:3]=[C:4]([C:5]([O:7][CH3:8])=[O:6])[CH:9]=[C:10]([C:17]2[CH:16]=[CH:15][C:14]([CH3:13])=[CH:21][C:18]=2[C:19]#[N:20])[CH:11]=1. The catalyst class is: 206. (3) Reactant: [CH3:1][C:2]([Si:5]([CH3:21])([CH3:20])[O:6][CH2:7][C:8]1[CH:17]=[CH:16][C:11]([C:12]([O:14]C)=O)=[CH:10][C:9]=1[O:18][CH3:19])([CH3:4])[CH3:3].[Li+].C[Si]([N-][Si](C)(C)C)(C)C.[CH3:32][C:33]1[CH:38]=[CH:37][N:36]=[C:35]([Cl:39])[N:34]=1. Product: [Cl:39][C:35]1[N:34]=[C:33]([CH2:32][C:12]([C:11]2[CH:16]=[CH:17][C:8]([CH2:7][O:6][Si:5]([C:2]([CH3:1])([CH3:3])[CH3:4])([CH3:21])[CH3:20])=[C:9]([O:18][CH3:19])[CH:10]=2)=[O:14])[CH:38]=[CH:37][N:36]=1. The catalyst class is: 1. (4) Reactant: [N:1]([CH2:4][CH:5]1[CH2:9][C:8]2[CH:10]=[CH:11][C:12]([Cl:21])=[C:13]([C:14]3[CH:19]=[CH:18][CH:17]=[CH:16][C:15]=3[Cl:20])[C:7]=2[O:6]1)=[N+]=[N-].C1(P(C2C=CC=CC=2)C2C=CC=CC=2)C=CC=CC=1. Product: [Cl:21][C:12]1[CH:11]=[CH:10][C:8]2[CH2:9][CH:5]([CH2:4][NH2:1])[O:6][C:7]=2[C:13]=1[C:14]1[CH:19]=[CH:18][CH:17]=[CH:16][C:15]=1[Cl:20]. The catalyst class is: 7. (5) Reactant: [CH3:1][S:2][C:3]1[S:7][C:6]2=[N:8][C:9]([C:11]([OH:13])=O)=[CH:10][N:5]2[N:4]=1.CN(C(ON1N=NC2C=CC=NC1=2)=[N+](C)C)C.F[P-](F)(F)(F)(F)F.CCN(C(C)C)C(C)C.[NH2:47][C:48]1[CH:53]=[CH:52][CH:51]=[CH:50][C:49]=1[OH:54]. Product: [OH:54][C:49]1[CH:50]=[CH:51][CH:52]=[CH:53][C:48]=1[NH:47][C:11]([C:9]1[N:8]=[C:6]2[N:5]([CH:10]=1)[N:4]=[C:3]([S:2][CH3:1])[S:7]2)=[O:13]. The catalyst class is: 3. (6) Reactant: [NH:1]1[CH:5]=[C:4]([C:6]([O:8][CH3:9])=[O:7])[N:3]=[CH:2]1.[Cl:10][C:11]1[CH:16]=[CH:15][CH:14]=[CH:13][C:12]=1B(O)O.N1C=CC=CC=1. Product: [Cl:10][C:11]1[CH:16]=[CH:15][CH:14]=[CH:13][C:12]=1[N:1]1[CH:5]=[C:4]([C:6]([O:8][CH3:9])=[O:7])[N:3]=[CH:2]1. The catalyst class is: 221.